This data is from M1 muscarinic receptor agonist screen with 61,833 compounds. The task is: Binary Classification. Given a drug SMILES string, predict its activity (active/inactive) in a high-throughput screening assay against a specified biological target. (1) The compound is O1c2c(OC1)ccc(NC(=O)Nc1cccnc1)c2. The result is 0 (inactive). (2) The molecule is O=C1N(CCCC(O)=O)C(=O)c2c1cc(N)cc2. The result is 0 (inactive). (3) The molecule is S(Cc1n(nnc1C(OC)=O)c1nonc1N)CCO. The result is 0 (inactive). (4) The compound is N(c1ccc(cc1)c1ccncc1)(C)C. The result is 0 (inactive). (5) The drug is O1C(CN(C(=O)C2OCCC2)Cc2cc3c([nH]c2=O)c(cc(c3)C)C)CCC1. The result is 0 (inactive).